The task is: Regression. Given two drug SMILES strings and cell line genomic features, predict the synergy score measuring deviation from expected non-interaction effect.. This data is from NCI-60 drug combinations with 297,098 pairs across 59 cell lines. (1) Drug 1: CC1CCC2CC(C(=CC=CC=CC(CC(C(=O)C(C(C(=CC(C(=O)CC(OC(=O)C3CCCCN3C(=O)C(=O)C1(O2)O)C(C)CC4CCC(C(C4)OC)O)C)C)O)OC)C)C)C)OC. Drug 2: CC(C)CN1C=NC2=C1C3=CC=CC=C3N=C2N. Cell line: U251. Synergy scores: CSS=29.8, Synergy_ZIP=-9.25, Synergy_Bliss=-6.96, Synergy_Loewe=-6.84, Synergy_HSA=-4.83. (2) Drug 1: C1CCC(C1)C(CC#N)N2C=C(C=N2)C3=C4C=CNC4=NC=N3. Drug 2: C1CC(C1)(C(=O)O)C(=O)O.[NH2-].[NH2-].[Pt+2]. Cell line: SK-MEL-2. Synergy scores: CSS=14.2, Synergy_ZIP=2.18, Synergy_Bliss=4.76, Synergy_Loewe=-2.01, Synergy_HSA=-0.423.